Dataset: Peptide-MHC class I binding affinity with 185,985 pairs from IEDB/IMGT. Task: Regression. Given a peptide amino acid sequence and an MHC pseudo amino acid sequence, predict their binding affinity value. This is MHC class I binding data. (1) The peptide sequence is QWFFDLPLPW. The MHC is HLA-A24:02 with pseudo-sequence HLA-A24:02. The binding affinity (normalized) is 0.601. (2) The peptide sequence is TNTVSYAAL. The MHC is H-2-Db with pseudo-sequence H-2-Db. The binding affinity (normalized) is 0.